The task is: Predict which catalyst facilitates the given reaction.. This data is from Catalyst prediction with 721,799 reactions and 888 catalyst types from USPTO. (1) Reactant: Br[C:2]1[CH:3]=[C:4]2[C:9](=[CH:10][CH:11]=1)[NH:8][C:7](=[O:12])[NH:6][C:5]2=[O:13].[O:14]1[CH:18]=[CH:17][CH:16]=[C:15]1B(O)O.P([O-])([O-])([O-])=O.[K+].[K+].[K+].O. Product: [O:14]1[CH:18]=[CH:17][CH:16]=[C:15]1[C:2]1[CH:3]=[C:4]2[C:9](=[CH:10][CH:11]=1)[NH:8][C:7](=[O:12])[NH:6][C:5]2=[O:13]. The catalyst class is: 128. (2) Reactant: [F:1][C:2]([F:21])([F:20])[C:3]([C:5]1[CH:10]=[C:9]([C:11]([CH3:14])([CH3:13])[CH3:12])[CH:8]=[C:7]([C:15]([CH3:18])([CH3:17])[CH3:16])[C:6]=1[OH:19])=[O:4].[H-].[Na+].I[CH2:25][CH3:26]. Product: [F:1][C:2]([F:20])([F:21])[C:3]([C:5]1[CH:10]=[C:9]([C:11]([CH3:12])([CH3:13])[CH3:14])[CH:8]=[C:7]([C:15]([CH3:18])([CH3:17])[CH3:16])[C:6]=1[O:19][CH2:25][CH3:26])=[O:4]. The catalyst class is: 3.